This data is from Peptide-MHC class I binding affinity with 185,985 pairs from IEDB/IMGT. The task is: Regression. Given a peptide amino acid sequence and an MHC pseudo amino acid sequence, predict their binding affinity value. This is MHC class I binding data. (1) The peptide sequence is YILCNMALL. The MHC is HLA-A02:01 with pseudo-sequence HLA-A02:01. The binding affinity (normalized) is 1.00. (2) The peptide sequence is MLDVDLHPA. The MHC is HLA-A02:06 with pseudo-sequence HLA-A02:06. The binding affinity (normalized) is 0.733. (3) The peptide sequence is DKLVDPINY. The MHC is HLA-A02:02 with pseudo-sequence HLA-A02:02. The binding affinity (normalized) is 0. (4) The peptide sequence is KSGLFQFFV. The MHC is HLA-A68:02 with pseudo-sequence HLA-A68:02. The binding affinity (normalized) is 0.510. (5) The peptide sequence is GRYFAIQEV. The MHC is HLA-B40:01 with pseudo-sequence HLA-B40:01. The binding affinity (normalized) is 0.00116. (6) The peptide sequence is ELEASISGKY. The MHC is HLA-A29:02 with pseudo-sequence HLA-A29:02. The binding affinity (normalized) is 0.149.